Dataset: Experimental lipophilicity measurements (octanol/water distribution) for 4,200 compounds from AstraZeneca. Task: Regression/Classification. Given a drug SMILES string, predict its absorption, distribution, metabolism, or excretion properties. Task type varies by dataset: regression for continuous measurements (e.g., permeability, clearance, half-life) or binary classification for categorical outcomes (e.g., BBB penetration, CYP inhibition). For this dataset (lipophilicity_astrazeneca), we predict Y. The molecule is Cc1cccc2c(CCNCc3cccc(CCNC[C@H](O)c4ccc(O)c5[nH]c(=O)sc45)c3)c[nH]c12. The Y is 1.13 logD.